Task: Binary Classification. Given a T-cell receptor sequence (or CDR3 region) and an epitope sequence, predict whether binding occurs between them.. Dataset: TCR-epitope binding with 47,182 pairs between 192 epitopes and 23,139 TCRs The epitope is KPLEFGATSAAL. The TCR CDR3 sequence is CSATYRDGYTF. Result: 1 (the TCR binds to the epitope).